This data is from Reaction yield outcomes from USPTO patents with 853,638 reactions. The task is: Predict the reaction yield, written as a fraction of the theoretical maximum amount of product (1.0 means a 100% yield; for example, 0.34 means a 34% yield). The reactants are [F:1][C:2]1[CH:3]=[CH:4][C:5]([CH3:14])=[C:6]([S:8]([N:11]([CH3:13])[CH3:12])(=[O:10])=[O:9])[CH:7]=1.[Br:15]N1C(=O)CCC1=O.N(C(C)(C)C#N)=NC(C)(C)C#N. The catalyst is C(Cl)(Cl)(Cl)Cl. The product is [Br:15][CH2:14][C:5]1[CH:4]=[CH:3][C:2]([F:1])=[CH:7][C:6]=1[S:8]([N:11]([CH3:13])[CH3:12])(=[O:10])=[O:9]. The yield is 0.740.